This data is from Forward reaction prediction with 1.9M reactions from USPTO patents (1976-2016). The task is: Predict the product of the given reaction. (1) Given the reactants [ClH:1].[CH:2]1([C:5](=[O:35])[CH:6]([N:14]2[CH2:19][CH2:18][CH:17]([SH:20])/[C:16](=[CH:21]/[C:22]3[N:26]([CH2:27][CH2:28][CH2:29][C:30]([O:32]CC)=[O:31])[N:25]=[N:24][N:23]=3)/[CH2:15]2)[C:7]2[CH:12]=[CH:11][CH:10]=[CH:9][C:8]=2[F:13])[CH2:4][CH2:3]1.C(#N)C, predict the reaction product. The product is: [ClH:1].[C:30]([CH2:29][CH2:28][CH2:27][N:26]1[C:22](/[CH:21]=[C:16]2\[CH2:15][N:14]([CH:6]([C:7]3[CH:12]=[CH:11][CH:10]=[CH:9][C:8]=3[F:13])[C:5]([CH:2]3[CH2:4][CH2:3]3)=[O:35])[CH2:19][CH2:18][CH:17]\2[SH:20])=[N:23][N:24]=[N:25]1)([OH:32])=[O:31]. (2) The product is: [C:1]([O:5][C:6]([NH:8][CH2:9][C@H:10]1[CH2:11][CH2:12][C@H:13]([C:16]([NH:18][CH:19]([CH2:23][C:24]2[CH:25]=[CH:26][C:27]([C:30]3[CH:35]=[CH:34][C:33]([C:36](=[O:52])[NH:37][C@H:38]4[CH2:39][CH2:40][C@H:41]([O:44][Si:45]([C:48]([CH3:51])([CH3:50])[CH3:49])([CH3:46])[CH3:47])[CH2:42][CH2:43]4)=[CH:32][C:31]=3[CH3:53])=[CH:28][CH:29]=2)[C:20]([NH:78][C:79]2[CH:80]=[CH:81][C:82]([C:85]3[NH:86][C:87]([C:90]([F:99])([F:98])[C:91]([F:97])([F:96])[C:92]([O:94][CH3:95])=[O:93])=[N:88][N:89]=3)=[CH:83][CH:84]=2)=[O:21])=[O:17])[CH2:14][CH2:15]1)=[O:7])([CH3:3])([CH3:4])[CH3:2]. Given the reactants [C:1]([O:5][C:6]([NH:8][CH2:9][C@H:10]1[CH2:15][CH2:14][C@H:13]([C:16]([NH:18][C@@H:19]([CH2:23][C:24]2[CH:29]=[CH:28][C:27]([C:30]3[CH:35]=[CH:34][C:33]([C:36](=[O:52])[NH:37][C@H:38]4[CH2:43][CH2:42][C@H:41]([O:44][Si:45]([C:48]([CH3:51])([CH3:50])[CH3:49])([CH3:47])[CH3:46])[CH2:40][CH2:39]4)=[CH:32][C:31]=3[CH3:53])=[CH:26][CH:25]=2)[C:20](O)=[O:21])=[O:17])[CH2:12][CH2:11]1)=[O:7])([CH3:4])([CH3:3])[CH3:2].FC1C(O)=C(F)C(F)=C(F)C=1F.Cl.CN(C)CCCN=C=NCC.[NH2:78][C:79]1[CH:84]=[CH:83][C:82]([C:85]2[NH:89][N:88]=[C:87]([C:90]([F:99])([F:98])[C:91]([F:97])([F:96])[C:92]([O:94][CH3:95])=[O:93])[N:86]=2)=[CH:81][CH:80]=1, predict the reaction product. (3) Given the reactants [NH2:1][C:2]1[C:45]([C:46]([F:49])([F:48])[F:47])=[CH:44][C:5]([CH2:6][C@@H:7]([CH2:23][C:24]([N:26]2[CH2:31][CH2:30][CH:29]([N:32]3[CH2:38][CH2:37][C:36]4[CH:39]=[CH:40][CH:41]=[CH:42][C:35]=4[NH:34][C:33]3=[O:43])[CH2:28][CH2:27]2)=[O:25])[C:8]([N:10]2[CH2:15][CH2:14][CH:13]([N:16]3[CH2:21][CH2:20][N:19]([CH3:22])[CH2:18][CH2:17]3)[CH2:12][CH2:11]2)=[O:9])=[CH:4][C:3]=1[Cl:50].[BrH:51], predict the reaction product. The product is: [OH2:9].[OH2:9].[OH2:9].[OH2:9].[OH2:9].[BrH:51].[NH2:1][C:2]1[C:45]([C:46]([F:48])([F:47])[F:49])=[CH:44][C:5]([CH2:6][C@@H:7]([CH2:23][C:24]([N:26]2[CH2:27][CH2:28][CH:29]([N:32]3[CH2:38][CH2:37][C:36]4[CH:39]=[CH:40][CH:41]=[CH:42][C:35]=4[NH:34][C:33]3=[O:43])[CH2:30][CH2:31]2)=[O:25])[C:8]([N:10]2[CH2:15][CH2:14][CH:13]([N:16]3[CH2:21][CH2:20][N:19]([CH3:22])[CH2:18][CH2:17]3)[CH2:12][CH2:11]2)=[O:9])=[CH:4][C:3]=1[Cl:50]. (4) Given the reactants [N:1]1[CH:6]=[CH:5][CH:4]=[CH:3][C:2]=1[C:7]([NH:9][C:10]1[C:11]([C:21]([OH:23])=O)=[N:12][N:13]([CH:15]2[CH2:20][CH2:19][CH2:18][CH2:17][O:16]2)[CH:14]=1)=[O:8].[C:24]([C:26]([CH3:30])([CH3:29])[CH2:27][NH2:28])#[N:25].CCN=C=NCCCN(C)C.C1C=CC2N(O)N=NC=2C=1.C(=O)([O-])O.[Na+], predict the reaction product. The product is: [C:24]([C:26]([CH3:30])([CH3:29])[CH2:27][NH:28][C:21]([C:11]1[C:10]([NH:9][C:7]([C:2]2[CH:3]=[CH:4][CH:5]=[CH:6][N:1]=2)=[O:8])=[CH:14][N:13]([CH:15]2[CH2:20][CH2:19][CH2:18][CH2:17][O:16]2)[N:12]=1)=[O:23])#[N:25].